Task: Predict which catalyst facilitates the given reaction.. Dataset: Catalyst prediction with 721,799 reactions and 888 catalyst types from USPTO Reactant: [I:1][C:2]1[CH:7]=[CH:6][C:5]([OH:8])=[CH:4][CH:3]=1.C1(P(C2C=CC=CC=2)C2C=CC=CC=2)C=CC=CC=1.ClC1C=CC(C2C=CC(C#CC3C=CC(N4CCCC(N5CCC(C)CC5)C4)=CC=3)=NC=2)=CC=1.[CH3:62][C:63]([N:67]1[CH2:72][CH2:71][CH:70]([CH3:73])[CH2:69][CH2:68]1)([CH3:66])[CH2:64]O.CC(OC(/N=N/C(OC(C)C)=O)=O)C. Product: [I:1][C:2]1[CH:7]=[CH:6][C:5]([O:8][CH2:66][C:63]([N:67]2[CH2:72][CH2:71][CH:70]([CH3:73])[CH2:69][CH2:68]2)([CH3:62])[CH3:64])=[CH:4][CH:3]=1. The catalyst class is: 34.